From a dataset of Full USPTO retrosynthesis dataset with 1.9M reactions from patents (1976-2016). Predict the reactants needed to synthesize the given product. (1) The reactants are: C[N:2]1[CH2:11][C:10](C)(C)[C:9]2[C:4](=CC(N)=C[CH:8]=2)[CH2:3]1.Cl[C:16]1[N:21]=[C:20]2[N:22]([CH3:36])[C:23](=[O:35])[N:24]([C:27]3[C:32]([Cl:33])=[CH:31][CH:30]=[CH:29][C:28]=3[Cl:34])[C:25](=[NH:26])[C:19]2=[CH:18][N:17]=1.ClC1N=C2NC(=O)[N:46]([C:49]3[C:54](Cl)=[CH:53][CH:52]=[CH:51][C:50]=3Cl)C(=N)C2=CN=1. Given the product [Cl:34][C:28]1[CH:29]=[CH:30][CH:31]=[C:32]([Cl:33])[C:27]=1[N:24]1[C:25](=[NH:26])[C:19]2[C:20](=[N:21][C:16]([NH:46][C:49]3[CH:50]=[C:51]4[C:52](=[CH:53][CH:54]=3)[C:3]3([CH2:4][CH2:9][CH2:8]3)[NH:2][CH2:11][CH2:10]4)=[N:17][CH:18]=2)[N:22]([CH3:36])[C:23]1=[O:35], predict the reactants needed to synthesize it. (2) Given the product [Br:23][C:24]1[CH:31]=[CH:30][CH:29]=[CH:28][C:25]=1[CH2:26][N:9]1[C:10]2[CH:15]=[CH:14][CH:13]=[CH:12][C:11]=2[N:7]([C:1]2[CH:2]=[CH:3][CH:4]=[CH:5][CH:6]=2)[C:8]1=[O:16], predict the reactants needed to synthesize it. The reactants are: [C:1]1([N:7]2[C:11]3[CH:12]=[CH:13][CH:14]=[CH:15][C:10]=3[NH:9][C:8]2=[O:16])[CH:6]=[CH:5][CH:4]=[CH:3][CH:2]=1.C([O-])([O-])=O.[K+].[K+].[Br:23][C:24]1[CH:31]=[CH:30][CH:29]=[CH:28][C:25]=1[CH2:26]Br.